This data is from Peptide-MHC class II binding affinity with 134,281 pairs from IEDB. The task is: Regression. Given a peptide amino acid sequence and an MHC pseudo amino acid sequence, predict their binding affinity value. This is MHC class II binding data. (1) The MHC is DRB1_0404 with pseudo-sequence DRB1_0404. The binding affinity (normalized) is 0.567. The peptide sequence is SMQKTIPLVALTLTS. (2) The peptide sequence is EKKYFAATQFEPLAL. The MHC is HLA-DQA10501-DQB10201 with pseudo-sequence HLA-DQA10501-DQB10201. The binding affinity (normalized) is 0.526.